This data is from Reaction yield outcomes from USPTO patents with 853,638 reactions. The task is: Predict the reaction yield, written as a fraction of the theoretical maximum amount of product (1.0 means a 100% yield; for example, 0.34 means a 34% yield). The reactants are [N+:1]([C:4]1[CH:5]=[C:6]([CH:10]([CH3:13])[CH:11]=O)[CH:7]=[CH:8][CH:9]=1)([O-:3])=[O:2].[CH3:14][C:15]1[CH:24]=[CH:23][C:22]2[C:17](=[CH:18][CH:19]=[CH:20][C:21]=2[N:25]2[CH2:30][CH2:29][N:28](CCC3C=C(C=CC=3)N)[CH2:27][CH2:26]2)[N:16]=1.C(O[BH-](OC(=O)C)OC(=O)C)(=O)C.[Na+]. The catalyst is C(Cl)Cl. The product is [CH3:14][C:15]1[CH:24]=[CH:23][C:22]2[C:17](=[CH:18][CH:19]=[CH:20][C:21]=2[N:25]2[CH2:30][CH2:29][N:28]([CH2:11][CH:10]([C:6]3[CH:7]=[CH:8][CH:9]=[C:4]([N+:1]([O-:3])=[O:2])[CH:5]=3)[CH3:13])[CH2:27][CH2:26]2)[N:16]=1. The yield is 0.780.